Dataset: Forward reaction prediction with 1.9M reactions from USPTO patents (1976-2016). Task: Predict the product of the given reaction. Given the reactants [CH2:1]([O:5][CH2:6][CH2:7][CH2:8][CH2:9][CH2:10][CH2:11][CH2:12][CH3:13])[CH:2]1[O:4][CH2:3]1.[CH3:14][C:15]([NH2:26])([CH3:25])[CH2:16][C:17]1[CH:22]=[CH:21][C:20]([O:23][CH3:24])=[CH:19][CH:18]=1, predict the reaction product. The product is: [OH:4][CH:2]([CH2:1][O:5][CH2:6][CH2:7][CH2:8][CH2:9][CH2:10][CH2:11][CH2:12][CH3:13])[CH2:3][NH:26][C:15]([CH3:25])([CH3:14])[CH2:16][C:17]1[CH:22]=[CH:21][C:20]([O:23][CH3:24])=[CH:19][CH:18]=1.